This data is from Catalyst prediction with 721,799 reactions and 888 catalyst types from USPTO. The task is: Predict which catalyst facilitates the given reaction. (1) Reactant: C(N(CC)CC)C.[CH3:8][N:9]([CH3:13])[C:10](Cl)=[O:11].[CH2:14]([N:16]([CH3:40])[C:17]([C:19]1[CH:23]=[C:22]([C:24]2[CH:29]=[CH:28][C:27]([CH2:30][NH2:31])=[CH:26][N:25]=2)[N:21]([C:32]2[N:33]=[N:34][C:35]([O:38][CH3:39])=[CH:36][CH:37]=2)[N:20]=1)=[O:18])[CH3:15].O. Product: [CH2:14]([N:16]([CH3:40])[C:17]([C:19]1[CH:23]=[C:22]([C:24]2[CH:29]=[CH:28][C:27]([CH2:30][NH:31][C:10]([N:9]([CH3:13])[CH3:8])=[O:11])=[CH:26][N:25]=2)[N:21]([C:32]2[N:33]=[N:34][C:35]([O:38][CH3:39])=[CH:36][CH:37]=2)[N:20]=1)=[O:18])[CH3:15]. The catalyst class is: 112. (2) Reactant: [CH3:1][C@@:2]12[C@@H:18]([OH:19])[CH2:17][CH2:16][C@H:15]1[C@H:14]1[C@@H:5]([C:6]3[CH:7]=[CH:8][C:9]([OH:20])=[CH:10][C:11]=3[CH2:12][CH2:13]1)[CH2:4][CH2:3]2.[N+:21]([C:24]1[CH:32]=[CH:31][C:27]([C:28]([OH:30])=[O:29])=[CH:26][CH:25]=1)([O-:23])=[O:22]. Product: [N+:21]([C:24]1[CH:25]=[CH:26][C:27]([C:28]([O-:30])=[O:29])=[CH:31][CH:32]=1)([O-:23])=[O:22].[CH3:1][C@@:2]12[C@@H:18]([OH:19])[CH2:17][CH2:16][C@H:15]1[C@H:14]1[C@@H:5]([C:6]3[CH:7]=[CH:8][C:9]([OH:20])=[CH:10][C:11]=3[CH2:12][CH2:13]1)[CH2:4][CH2:3]2. The catalyst class is: 11.